This data is from Drug-target binding data from BindingDB using Ki measurements. The task is: Regression. Given a target protein amino acid sequence and a drug SMILES string, predict the binding affinity score between them. We predict pKi (pKi = -log10(Ki in M); higher means stronger inhibition). Dataset: bindingdb_ki. (1) The compound is CN(CC(=O)Nc1ccc(F)c(Cl)c1)S(=O)(=O)c1cc(Br)cnc1N. The target protein (O69721) has sequence MTRTVAAPPVCVLGLGLIGGSIMRAAAAAGREVFGYNRSVEGAHGARSDGFDAITDLNQTLTRAAATEALIVLAVPMPALPGMLAHIRKSAPGCPLTDVTSVKCAVLDEVTAAGLQARYVGGHPMTGTAHSGWTAGHGGLFNRAPWVVSVDDHVDPTVWSMVMTLALDCGAMVVPAKSDEHDAAAAAVSHLPHLLAEALAVTAAEVPLAFALAAGSFRDATRVAATAPDLVRAMCEANTGQLAPAADRIIDLLSRARDSLQSHGSIADLADAGHAARTRYDSFPRSDIVTVVIGADKWREQLAAAGRAGGVITSALPSLDSPQ. The pKi is 6.5. (2) The drug is COc1ccc2c(c1)CCN1C(=O)C3CCCC(C21)N3S(=O)(=O)Nc1ccc(N2CCOCC2)nc1. The target protein (P18203) has sequence MGVQVETISPGDGRTFPKRGQTCVVHYTGMLEDGKKFDSSRDRNKPFKFVLGKQEVIRGWEEGVAQMSVGQRAKLTISPDYAYGATGHPGIIPPNATLIFDVELLKLE. The pKi is 6.2. (3) The small molecule is CCCCCCCCCCCCCCCC(=O)OC[C@H](CSC[C@H](NC(=O)COCC(=O)NCCCOCCOCCOCCCNC(C)=O)C(=O)NCC(=O)N[C@H](CO)C(=O)NCCCOCCOCCOCCCNC(=O)COCC(N)=O)OC(=O)CCCCCCCCCCCCCCC. The target protein (O60603) has sequence MPHTLWMVWVLGVIISLSKEESSNQASLSCDRNGICKGSSGSLNSIPSGLTEAVKSLDLSNNRITYISNSDLQRCVNLQALVLTSNGINTIEEDSFSSLGSLEHLDLSYNYLSNLSSSWFKPLSSLTFLNLLGNPYKTLGETSLFSHLTKLQILRVGNMDTFTKIQRKDFAGLTFLEELEIDASDLQSYEPKSLKSIQNVSHLILHMKQHILLLEIFVDVTSSVECLELRDTDLDTFHFSELSTGETNSLIKKFTFRNVKITDESLFQVMKLLNQISGLLELEFDDCTLNGVGNFRASDNDRVIDPGKVETLTIRRLHIPRFYLFYDLSTLYSLTERVKRITVENSKVFLVPCLLSQHLKSLEYLDLSENLMVEEYLKNSACEDAWPSLQTLILRQNHLASLEKTGETLLTLKNLTNIDISKNSFHSMPETCQWPEKMKYLNLSSTRIHSVTGCIPKTLEILDVSNNNLNLFSLNLPQLKELYISRNKLMTLPDASLLPM.... The pKi is 7.0. (4) The small molecule is CC1(C)CCCN(CCCCCn2c3ccccc3c3ccccc32)C1. The target protein (Q60490) has sequence MATTSTGPLHPYWPRHLRLDHFVPNDLSAWYIVTVLFTVFGALVVTMWLLSSRASVVPLGTWRRLSVCWFAVCAFVHLVIEGWFVLYQKAILGDQAFLSQLWKEYAKGDSRYIIEDNFIICMESITVVLWGPLSLWAVIAFLRQHPSRYVLQFVISLGQIYGDLLYFLTEYRDGFQHGEMGHPIYFWFYFFFMNVLWLVIPGVLFFDSVKQFYGAQNALDTKVMKSKGK. The pKi is 7.6. (5) The compound is Nc1nc(Nc2ccccc2)nc(N2CCCCC2)n1. The target protein (P13956) has sequence MNEKNIKHSQNFITSKHNIDKIMTNIRLNEHDNIFEIGSGKGHFTLELVQRCNFVTAIEIDHKLCKTTENKLVDHDNFQVLNKDILQFKFPKNQSYKIFGNIPYNISTDIIRKIVFDSIADEIYLIVEYGFAKRLLNTKRSLALFLMAEVDISILSMVPREYFHPKPKVNSSLIRLNRKKSRISHKDKQKYNYFVMKWVNKEYKKIFTKNQFNNSLKHAGIDDLNNISFEQFLSLFNSYKLFNK. The pKi is 4.0. (6) The compound is O=C(O)CCCCCC=CCC(O)C=CC=CC=CC(O)CCCC(=O)O. The target protein sequence is MAPSHRASQVGFCPTPERPLWRLPPTCRPRRMSVCYRPPGNETLLSWKTSRATGTAFLLLAALLGLPGNGFVVWSLAGWRPARGRPLAATLVLHLALADGAVLLLTPLFVAFLTRQAWPLGQAGCKAVYYVCALSMYASVLLTGLLSLQRCLAVTRPFLAPRLRSPALARRLLLAVWLAALLLAVPAAVYRHLWRDRVCQLCHPSPVHAAAHLSLETLTAFVLPFGLMLGCYSVTLARLRGARWGSGRHGARVGRLVSAIVLAFGLLWAPYHAVNLLQAVAALAPPEGALAKLGGAGQAARAGTTALAFFSSSVNPVLYVFTAGDLLPRAGPRFLTRLFEGSGEARGGGRSREGTMELRTTPQLKVVGQGRGNGDPGGGMEKDGPEWDL. The pKi is 6.7. (7) The compound is Cc1ccc(C(=O)Nc2ccc(S(=O)(=O)O)c3cc(S(=O)(=O)O)cc(S(=O)(=O)O)c23)cc1NC(=O)c1cccc(NC(=O)Nc2cccc(C(=O)Nc3cc(C(=O)Nc4ccc(S(=O)(=O)O)c5cc(S(=O)(=O)O)cc(S(=O)(=O)O)c45)ccc3C)c2)c1. The pKi is 7.6. The target protein sequence is VEILPFLYLGSAYHASKCEFLANLHITALLNVSRRTSEACATHLHYKWIPVEDSHTADISSHFQEAIDFIDCVREKGGKVLVHCEAGISRSPTICMAYLMKTKQFRLKEAFDYIKQRRSMVSPNFGFMGQLLQYESEILPSTPNPQPPSCQGEAAGSSLIGHLQTLSPDMQGAYCTFPASVLAPVPTHSTVSELSRSPVATATSC. (8) The drug is CC(C)(Oc1ccc(C(=O)c2ccc(Cl)cc2)cc1)C(=O)O. The target protein (P07148) has sequence MSFSGKYQLQSQENFEAFMKAIGLPEELIQKGKDIKGVSEIVQNGKHFKFTITAGSKVIQNEFTVGEECELETMTGEKVKTVVQLEGDNKLVTTFKNIKSVTELNGDIITNTMTLGDIVFKRISKRI. The pKi is 6.6. (9) The compound is CCCCCN1CCN(c2cccc3c2OCCO3)CC1. The target protein sequence is MDVFSFGQGNNTTASQEPFGTGGNVTSISDVTFSYQVITSLLLGTLIFCAVLGNACVVAAIALERSLQNVANYLIGSLAVTDLMVSVLVLPMAALYQVLNKWTLGQVTCDLFIALDVLCCTSSILHLCAIALDRYWAITDPIDYVNKRTPRRAAALISLTWLIGFLISIPPMLGWRTPEDRSDPDACTISKDHGYTIYSTFGAFYIPLLLMLVLYGRIFRAARFRIRKTVRKVEKKGAGTSLGTSSAPPPKKSLNGQPGSGDWRRCAENRAVGTPCTNGAVRQGDDEATLEVIEVHRVGNSKEHLPLPSESGSNSYAPACLERKNERNAEAKRKMALARERKTVKTLGIIMGTFILCWLPFFIVALVLPFCESSCHMPALLGAIINWLGYSNSLLNPVIYAYFNKDFQNAFKKIIKCKFCRR. The pKi is 8.6.